From a dataset of NCI-60 drug combinations with 297,098 pairs across 59 cell lines. Regression. Given two drug SMILES strings and cell line genomic features, predict the synergy score measuring deviation from expected non-interaction effect. (1) Drug 1: CCC1=CC2CC(C3=C(CN(C2)C1)C4=CC=CC=C4N3)(C5=C(C=C6C(=C5)C78CCN9C7C(C=CC9)(C(C(C8N6C)(C(=O)OC)O)OC(=O)C)CC)OC)C(=O)OC.C(C(C(=O)O)O)(C(=O)O)O. Drug 2: CC1=CC=C(C=C1)C2=CC(=NN2C3=CC=C(C=C3)S(=O)(=O)N)C(F)(F)F. Cell line: A498. Synergy scores: CSS=20.4, Synergy_ZIP=-1.36, Synergy_Bliss=2.27, Synergy_Loewe=-11.2, Synergy_HSA=2.97. (2) Drug 1: C1=CC(=C2C(=C1NCCNCCO)C(=O)C3=C(C=CC(=C3C2=O)O)O)NCCNCCO. Drug 2: C1C(C(OC1N2C=C(C(=O)NC2=O)F)CO)O. Cell line: MCF7. Synergy scores: CSS=48.4, Synergy_ZIP=-1.31, Synergy_Bliss=3.39, Synergy_Loewe=10.7, Synergy_HSA=12.4. (3) Drug 1: CNC(=O)C1=NC=CC(=C1)OC2=CC=C(C=C2)NC(=O)NC3=CC(=C(C=C3)Cl)C(F)(F)F. Drug 2: CN(C(=O)NC(C=O)C(C(C(CO)O)O)O)N=O. Cell line: SF-539. Synergy scores: CSS=2.25, Synergy_ZIP=-2.84, Synergy_Bliss=-4.97, Synergy_Loewe=-8.37, Synergy_HSA=-6.29. (4) Drug 1: CN(CC1=CN=C2C(=N1)C(=NC(=N2)N)N)C3=CC=C(C=C3)C(=O)NC(CCC(=O)O)C(=O)O. Drug 2: CN(C(=O)NC(C=O)C(C(C(CO)O)O)O)N=O. Cell line: TK-10. Synergy scores: CSS=4.92, Synergy_ZIP=1.31, Synergy_Bliss=-0.912, Synergy_Loewe=-47.9, Synergy_HSA=-3.97. (5) Drug 2: CC1CCCC2(C(O2)CC(NC(=O)CC(C(C(=O)C(C1O)C)(C)C)O)C(=CC3=CSC(=N3)C)C)C. Cell line: HL-60(TB). Synergy scores: CSS=61.3, Synergy_ZIP=-0.0629, Synergy_Bliss=-0.400, Synergy_Loewe=-2.90, Synergy_HSA=1.28. Drug 1: C1C(C(OC1N2C=C(C(=O)NC2=O)F)CO)O.